From a dataset of Full USPTO retrosynthesis dataset with 1.9M reactions from patents (1976-2016). Predict the reactants needed to synthesize the given product. (1) Given the product [ClH:1].[ClH:1].[NH2:22][C:17]1[CH:18]=[CH:19][CH:20]=[CH:21][C:16]=1[O:15][CH2:14][CH:13]([OH:26])[CH2:12][N:9]1[CH2:8][CH2:7][CH:6]([O:5][C:4]2[CH:27]=[CH:28][C:29]([Cl:30])=[C:2]([Cl:1])[CH:3]=2)[CH2:11][CH2:10]1, predict the reactants needed to synthesize it. The reactants are: [Cl:1][C:2]1[CH:3]=[C:4]([CH:27]=[CH:28][C:29]=1[Cl:30])[O:5][CH:6]1[CH2:11][CH2:10][N:9]([CH2:12][CH:13]([OH:26])[CH2:14][O:15][C:16]2[CH:21]=[CH:20][CH:19]=[CH:18][C:17]=2[NH:22]C(=O)C)[CH2:8][CH2:7]1. (2) Given the product [I:8][C:5]1[CH:6]=[CH:7][C:2]([C:17]#[C:16][C:18]2[CH:24]=[CH:23][C:21]([NH2:22])=[CH:20][CH:19]=2)=[CH:3][CH:4]=1, predict the reactants needed to synthesize it. The reactants are: I[C:2]1[CH:7]=[CH:6][C:5]([I:8])=[CH:4][CH:3]=1.C(N(CC)CC)C.[C:16]([C:18]1[CH:24]=[CH:23][C:21]([NH2:22])=[CH:20][CH:19]=1)#[CH:17]. (3) Given the product [CH:1]([C:4]1[C:12]2[C:7](=[CH:8][CH:9]=[C:10]([O:13][C:14]3[C:15]([CH3:24])=[CH:16][C:17]([NH2:21])=[CH:18][C:19]=3[CH3:20])[CH:11]=2)[NH:6][CH:5]=1)([CH3:3])[CH3:2], predict the reactants needed to synthesize it. The reactants are: [CH:1]([C:4]1[C:12]2[C:7](=[CH:8][CH:9]=[C:10]([O:13][C:14]3[C:19]([CH3:20])=[CH:18][C:17]([N+:21]([O-])=O)=[CH:16][C:15]=3[CH3:24])[CH:11]=2)[NH:6][CH:5]=1)([CH3:3])[CH3:2]. (4) Given the product [ClH:35].[ClH:35].[N:11]1([CH2:9][CH:8]([C:2]2([OH:1])[CH2:7][CH2:6][CH2:5][CH2:4][CH2:3]2)[C:24]2[CH:29]=[CH:28][CH:27]=[C:26]([O:30][C:31]([F:34])([F:33])[F:32])[CH:25]=2)[CH2:16][CH2:15][NH:14][CH2:13][CH2:12]1, predict the reactants needed to synthesize it. The reactants are: [OH:1][C:2]1([CH:8]([C:24]2[CH:29]=[CH:28][CH:27]=[C:26]([O:30][C:31]([F:34])([F:33])[F:32])[CH:25]=2)[C:9]([N:11]2[CH2:16][CH2:15][N:14](C(OC(C)(C)C)=O)[CH2:13][CH2:12]2)=O)[CH2:7][CH2:6][CH2:5][CH2:4][CH2:3]1.[ClH:35].